From a dataset of Full USPTO retrosynthesis dataset with 1.9M reactions from patents (1976-2016). Predict the reactants needed to synthesize the given product. (1) Given the product [N+:10]([C:7]1[CH:6]=[C:5]2[C:4]([C:3](=[O:2])[NH:15][NH:16]2)=[CH:9][CH:8]=1)([O-:12])=[O:11], predict the reactants needed to synthesize it. The reactants are: C[O:2][C:3](=O)[C:4]1[CH:9]=[CH:8][C:7]([N+:10]([O-:12])=[O:11])=[CH:6][C:5]=1F.[NH2:15][NH2:16]. (2) Given the product [OH:5][C:6]1[CH:7]=[CH:8][C:9]2[NH:14][C:13](=[O:15])[O:12][C:11]([CH3:16])([CH3:17])[C:10]=2[CH:18]=1, predict the reactants needed to synthesize it. The reactants are: ClCCl.C[O:5][C:6]1[CH:7]=[CH:8][C:9]2[NH:14][C:13](=[O:15])[O:12][C:11]([CH3:17])([CH3:16])[C:10]=2[CH:18]=1.B(Br)(Br)Br.ClCCl. (3) Given the product [CH2:1]([O:3][C:4](=[O:12])[CH2:5][CH:6]1[CH2:11][CH2:10][CH2:9][CH2:8][N:7]1[C:22](=[O:23])[C:21]([F:32])([F:31])[F:20])[CH3:2], predict the reactants needed to synthesize it. The reactants are: [CH2:1]([O:3][C:4](=[O:12])[CH2:5][CH:6]1[CH2:11][CH2:10][CH2:9][CH2:8][NH:7]1)[CH3:2].C(N(CC)CC)C.[F:20][C:21]([F:32])([F:31])[C:22](O[C:22](=[O:23])[C:21]([F:32])([F:31])[F:20])=[O:23]. (4) The reactants are: [Cl:1][C:2]1[CH:3]=[C:4]([C@@H:8]2[C@@H:13]([C:14]3[CH:19]=[CH:18][C:17]([Cl:20])=[CH:16][CH:15]=3)[N:12]([C@@H:21]([CH2:31][CH3:32])[CH2:22][N:23]([CH3:30])[S:24]([CH:27]3[CH2:29][CH2:28]3)(=[O:26])=[O:25])[C:11](=[O:33])[C@@:10]([CH2:47][CH:48]=O)([CH2:34][CH2:35][O:36][Si:37]([CH:44]([CH3:46])[CH3:45])([CH:41]([CH3:43])[CH3:42])[CH:38]([CH3:40])[CH3:39])[CH2:9]2)[CH:5]=[CH:6][CH:7]=1.[NH:50]1[CH2:55][CH2:54][O:53][CH2:52][CH2:51]1. Given the product [Cl:1][C:2]1[CH:3]=[C:4]([C@@H:8]2[C@@H:13]([C:14]3[CH:15]=[CH:16][C:17]([Cl:20])=[CH:18][CH:19]=3)[N:12]([C@@H:21]([CH2:31][CH3:32])[CH2:22][N:23]([CH3:30])[S:24]([CH:27]3[CH2:28][CH2:29]3)(=[O:25])=[O:26])[C:11](=[O:33])[C@@:10]([CH2:47][CH2:48][N:50]3[CH2:55][CH2:54][O:53][CH2:52][CH2:51]3)([CH2:34][CH2:35][O:36][Si:37]([CH:38]([CH3:40])[CH3:39])([CH:44]([CH3:46])[CH3:45])[CH:41]([CH3:43])[CH3:42])[CH2:9]2)[CH:5]=[CH:6][CH:7]=1, predict the reactants needed to synthesize it. (5) Given the product [NH3:5].[CH3:1][C:2]1([C:17]2[CH:18]=[C:19]([NH:23][S:24]([CH3:27])(=[O:25])=[O:26])[CH:20]=[CH:21][CH:22]=2)[CH:7]2[CH:3]1[CH2:4][N:5]([CH2:8]/[CH:9]=[CH:10]/[C:11]1[CH:15]=[CH:14][S:13][CH:12]=1)[CH2:6]2, predict the reactants needed to synthesize it. The reactants are: [CH3:1][C:2]1([C:17]2[CH:18]=[C:19]([NH:23][S:24]([CH3:27])(=[O:26])=[O:25])[CH:20]=[CH:21][CH:22]=2)[CH:7]2[CH:3]1[CH2:4][N:5]([C:8](=O)/[CH:9]=[CH:10]/[C:11]1[CH:15]=[CH:14][S:13][CH:12]=1)[CH2:6]2.[H-].[Al+3].[Li+].[H-].[H-].[H-].O.C(=O)([O-])[O-].[Na+].[Na+].